This data is from NCI-60 drug combinations with 297,098 pairs across 59 cell lines. The task is: Regression. Given two drug SMILES strings and cell line genomic features, predict the synergy score measuring deviation from expected non-interaction effect. (1) Synergy scores: CSS=-2.13, Synergy_ZIP=0.715, Synergy_Bliss=0.442, Synergy_Loewe=-2.44, Synergy_HSA=-2.16. Cell line: NCI-H522. Drug 1: CC1=C(C=C(C=C1)C(=O)NC2=CC(=CC(=C2)C(F)(F)F)N3C=C(N=C3)C)NC4=NC=CC(=N4)C5=CN=CC=C5. Drug 2: CC12CCC3C(C1CCC2O)C(CC4=C3C=CC(=C4)O)CCCCCCCCCS(=O)CCCC(C(F)(F)F)(F)F. (2) Drug 1: CCCS(=O)(=O)NC1=C(C(=C(C=C1)F)C(=O)C2=CNC3=C2C=C(C=N3)C4=CC=C(C=C4)Cl)F. Drug 2: CC1C(C(CC(O1)OC2CC(CC3=C2C(=C4C(=C3O)C(=O)C5=C(C4=O)C(=CC=C5)OC)O)(C(=O)C)O)N)O.Cl. Cell line: M14. Synergy scores: CSS=56.9, Synergy_ZIP=9.05, Synergy_Bliss=7.77, Synergy_Loewe=6.07, Synergy_HSA=9.24. (3) Drug 1: CNC(=O)C1=NC=CC(=C1)OC2=CC=C(C=C2)NC(=O)NC3=CC(=C(C=C3)Cl)C(F)(F)F. Drug 2: C1CC(=O)NC(=O)C1N2C(=O)C3=CC=CC=C3C2=O. Cell line: SR. Synergy scores: CSS=3.50, Synergy_ZIP=-4.12, Synergy_Bliss=-7.32, Synergy_Loewe=-6.15, Synergy_HSA=-4.69. (4) Drug 1: C(=O)(N)NO. Drug 2: CCN(CC)CCCC(C)NC1=C2C=C(C=CC2=NC3=C1C=CC(=C3)Cl)OC. Cell line: SK-OV-3. Synergy scores: CSS=16.5, Synergy_ZIP=-6.35, Synergy_Bliss=-0.163, Synergy_Loewe=-5.71, Synergy_HSA=1.62. (5) Drug 1: CCC1(CC2CC(C3=C(CCN(C2)C1)C4=CC=CC=C4N3)(C5=C(C=C6C(=C5)C78CCN9C7C(C=CC9)(C(C(C8N6C)(C(=O)OC)O)OC(=O)C)CC)OC)C(=O)OC)O.OS(=O)(=O)O. Drug 2: CCN(CC)CCCC(C)NC1=C2C=C(C=CC2=NC3=C1C=CC(=C3)Cl)OC. Cell line: MCF7. Synergy scores: CSS=12.9, Synergy_ZIP=-8.30, Synergy_Bliss=-2.92, Synergy_Loewe=-5.07, Synergy_HSA=-1.31. (6) Drug 1: CC(C)(C#N)C1=CC(=CC(=C1)CN2C=NC=N2)C(C)(C)C#N. Drug 2: C1CN(P(=O)(OC1)NCCCl)CCCl. Cell line: SNB-75. Synergy scores: CSS=2.59, Synergy_ZIP=-1.79, Synergy_Bliss=-3.40, Synergy_Loewe=0.317, Synergy_HSA=-2.24. (7) Drug 1: CC1=C2C(C(=O)C3(C(CC4C(C3C(C(C2(C)C)(CC1OC(=O)C(C(C5=CC=CC=C5)NC(=O)OC(C)(C)C)O)O)OC(=O)C6=CC=CC=C6)(CO4)OC(=O)C)O)C)O. Drug 2: CCC1=C2CN3C(=CC4=C(C3=O)COC(=O)C4(CC)O)C2=NC5=C1C=C(C=C5)O. Cell line: LOX IMVI. Synergy scores: CSS=27.2, Synergy_ZIP=1.09, Synergy_Bliss=1.74, Synergy_Loewe=-11.6, Synergy_HSA=1.52.